From a dataset of Catalyst prediction with 721,799 reactions and 888 catalyst types from USPTO. Predict which catalyst facilitates the given reaction. (1) Reactant: Cl[C:2]1[CH:7]=[CH:6][C:5]([N+:8]([O-])=O)=[C:4]([O:11][CH3:12])[CH:3]=1.O.O.[Sn](Cl)[Cl:16].[OH-].[Na+]. Product: [Cl:16][C:7]1[CH:6]=[C:5]([NH2:8])[C:4](=[CH:3][CH:2]=1)[O:11][CH3:12]. The catalyst class is: 14. (2) Reactant: Cl.[CH:2]([N:5]([C:7]([C:9]1[S:10][C:11]2[CH2:12][CH2:13][O:14][C:15]3[CH:22]=[C:21]([Br:23])[CH:20]=[CH:19][C:16]=3[C:17]=2[N:18]=1)=[O:8])[NH2:6])([CH3:4])[CH3:3].[CH3:24][O:25][CH2:26][C:27](Cl)=[O:28]. Product: [CH:2]([N:5]([C:7]([C:9]1[S:10][C:11]2[CH2:12][CH2:13][O:14][C:15]3[CH:22]=[C:21]([Br:23])[CH:20]=[CH:19][C:16]=3[C:17]=2[N:18]=1)=[O:8])[NH:6][C:27](=[O:28])[CH2:26][O:25][CH3:24])([CH3:4])[CH3:3]. The catalyst class is: 2.